Dataset: Catalyst prediction with 721,799 reactions and 888 catalyst types from USPTO. Task: Predict which catalyst facilitates the given reaction. (1) Reactant: [O:1]1[C:6]2[CH:7]=[CH:8][C:9]([CH2:11][N:12]([CH:20]3[CH2:25][CH2:24][NH:23][CH2:22][CH2:21]3)[C:13](=[O:19])[O:14][C:15]([CH3:18])([CH3:17])[CH3:16])=[CH:10][C:5]=2[O:4][CH2:3][CH2:2]1.[Br:26][C:27]1[C:28](=[O:40])[N:29]([CH2:37][CH:38]=O)[C:30]2[C:35]([CH:36]=1)=[CH:34][CH:33]=[CH:32][CH:31]=2.C(O[BH-](OC(=O)C)OC(=O)C)(=O)C.[Na+].C(=O)([O-])O.[Na+]. Product: [O:1]1[C:6]2[CH:7]=[CH:8][C:9]([CH2:11][N:12]([CH:20]3[CH2:25][CH2:24][N:23]([CH2:38][CH2:37][N:29]4[C:30]5[C:35](=[CH:34][CH:33]=[CH:32][CH:31]=5)[CH:36]=[C:27]([Br:26])[C:28]4=[O:40])[CH2:22][CH2:21]3)[C:13](=[O:19])[O:14][C:15]([CH3:18])([CH3:16])[CH3:17])=[CH:10][C:5]=2[O:4][CH2:3][CH2:2]1. The catalyst class is: 671. (2) Reactant: C(OC(=O)[NH:7][CH:8]1[CH2:12][CH2:11][N:10]([C:13]2[C:22]3[C:17](=[CH:18][CH:19]=[C:20]([O:23][C:24]4[CH:29]=[CH:28][CH:27]=[CH:26][CH:25]=4)[CH:21]=3)[N:16]=[C:15]([CH3:30])[CH:14]=2)[CH2:9]1)(C)(C)C.FC(F)(F)C(O)=O. Product: [CH3:30][C:15]1[CH:14]=[C:13]([N:10]2[CH2:11][CH2:12][CH:8]([NH2:7])[CH2:9]2)[C:22]2[C:17](=[CH:18][CH:19]=[C:20]([O:23][C:24]3[CH:29]=[CH:28][CH:27]=[CH:26][CH:25]=3)[CH:21]=2)[N:16]=1. The catalyst class is: 4.